From a dataset of Forward reaction prediction with 1.9M reactions from USPTO patents (1976-2016). Predict the product of the given reaction. (1) Given the reactants [C:1]([O:5][CH2:6][CH2:7][CH2:8][CH2:9][CH2:10][CH2:11][O:12][C:13]1[CH:34]=[CH:33][C:16]([C:17]([O:19][C:20]2[CH:32]=[CH:31][C:23]([C:24]([O:26]COCC)=[O:25])=[CH:22][CH:21]=2)=[O:18])=[CH:15][CH:14]=1)(=[O:4])[CH:2]=[CH2:3].C1(C)C=CC(S([O-])(=O)=O)=CC=1.[NH+]1C=CC=CC=1.COC1C=CC(O)=CC=1, predict the reaction product. The product is: [C:1]([O:5][CH2:6][CH2:7][CH2:8][CH2:9][CH2:10][CH2:11][O:12][C:13]1[CH:34]=[CH:33][C:16]([C:17]([O:19][C:20]2[CH:32]=[CH:31][C:23]([C:24]([OH:26])=[O:25])=[CH:22][CH:21]=2)=[O:18])=[CH:15][CH:14]=1)(=[O:4])[CH:2]=[CH2:3]. (2) Given the reactants [F:1][C:2]1[CH:7]=[CH:6][C:5]([N:8]2[C:11](=[O:12])[C@H:10]([S:13][CH2:14][C:15]([C:17]3[CH:22]=[CH:21][C:20]([F:23])=[CH:19][CH:18]=3)=[O:16])[C@H:9]2[C:24]2[CH:34]=[CH:33][C:27]([O:28][CH2:29][C:30]([OH:32])=O)=[CH:26][CH:25]=2)=[CH:4][CH:3]=1.[NH2:35][C@H:36]([C:44]1[CH:49]=[CH:48][CH:47]=[CH:46][CH:45]=1)[C:37]([O:39]C(C)(C)C)=[O:38].CN1CCOCC1.CN(C(ON1N=NC2C=CC=CC1=2)=[N+](C)C)C.[B-](F)(F)(F)F, predict the reaction product. The product is: [F:1][C:2]1[CH:7]=[CH:6][C:5]([N:8]2[C:11](=[O:12])[C@H:10]([S:13][CH2:14][C:15]([C:17]3[CH:22]=[CH:21][C:20]([F:23])=[CH:19][CH:18]=3)=[O:16])[C@H:9]2[C:24]2[CH:25]=[CH:26][C:27]([O:28][CH2:29][C:30]([NH:35][C@H:36]([C:44]3[CH:49]=[CH:48][CH:47]=[CH:46][CH:45]=3)[C:37]([OH:39])=[O:38])=[O:32])=[CH:33][CH:34]=2)=[CH:4][CH:3]=1. (3) The product is: [CH2:1]([O:8][C:9]1[CH:14]=[CH:13][C:12]([C:15]([C:17]2[N:18]([S:36]([C:39]3[CH:40]=[CH:41][C:42]([CH3:43])=[CH:44][CH:45]=3)(=[O:38])=[O:37])[CH:19]=[CH:20][C:21]=2[N:22]2[CH:26]=[CH:25][CH:24]=[C:23]2[CH2:27][OH:28])=[O:16])=[C:11]([O:46][CH3:47])[CH:10]=1)[C:2]1[CH:3]=[CH:4][CH:5]=[CH:6][CH:7]=1. Given the reactants [CH2:1]([O:8][C:9]1[CH:14]=[CH:13][C:12]([C:15]([C:17]2[N:18]([S:36]([C:39]3[CH:45]=[CH:44][C:42]([CH3:43])=[CH:41][CH:40]=3)(=[O:38])=[O:37])[CH:19]=[CH:20][C:21]=2[N:22]2[CH:26]=[CH:25][CH:24]=[C:23]2[CH2:27][O:28][Si](C(C)(C)C)(C)C)=[O:16])=[C:11]([O:46][CH3:47])[CH:10]=1)[C:2]1[CH:7]=[CH:6][CH:5]=[CH:4][CH:3]=1.CCCC[N+](CCCC)(CCCC)CCCC.[F-], predict the reaction product. (4) Given the reactants C1N(CCO)CCN(CCS(O)(=O)=O)C1.[OH-].[Na+].[Mg+2].[Cl-].[Cl-].C(S)[C@@H](O)[C@H](O)CS.C1N=C(N)C2N=CN([C@@H]3O[C@H](COP(OP(OC[C@H]4O[C@@H](N5C=C(C(N)=O)CC=C5)[C@H](O)[C@@H]4O)(O)=O)(O)=O)[C@@H](O)[C@H]3O)C=2N=1.C1C(=O)NC(=O)N([C@@H]2O[C@H](COP([O:91][P:92]([O:95][C@H:96]3[O:101][C@H:100]([CH2:102][OH:103])[C@@H:99]([OH:104])[C@H:98]([OH:105])[C@H:97]3[OH:106])([OH:94])=[O:93])(O)=O)[C@@H](O)[C@H]2O)C=1, predict the reaction product. The product is: [CH2:102]([OH:103])[C@H:100]1[O:101][CH:96]([O:95][P:92]([OH:94])([OH:93])=[O:91])[C@H:97]([OH:106])[C@@H:98]([OH:105])[C@@H:99]1[OH:104]. (5) Given the reactants [NH2:1][C@@H:2]([CH2:5][N:6]([C:16]1[CH:21]=[CH:20][CH:19]=[C:18]([F:22])[CH:17]=1)[CH2:7][C:8]1[CH:13]=[CH:12][C:11]([O:14][CH3:15])=[CH:10][CH:9]=1)[CH2:3][OH:4].[N:23]#[C:24]Br, predict the reaction product. The product is: [F:22][C:18]1[CH:17]=[C:16]([N:6]([CH2:5][C@H:2]2[CH2:3][O:4][C:24]([NH2:23])=[N:1]2)[CH2:7][C:8]2[CH:9]=[CH:10][C:11]([O:14][CH3:15])=[CH:12][CH:13]=2)[CH:21]=[CH:20][CH:19]=1. (6) Given the reactants [OH:1][CH:2]([CH:12]1[CH2:17][CH2:16][N:15]([C:18]([O:20][C:21]([CH3:24])([CH3:23])[CH3:22])=[O:19])[CH2:14][CH2:13]1)[C:3]#[C:4][C:5]1[CH:10]=[CH:9][CH:8]=[C:7]([CH3:11])[N:6]=1.C(N(CC)CC)C.Cl[C:33]([O:35][CH3:36])=[O:34], predict the reaction product. The product is: [CH3:36][O:35][C:33]([O:1][CH:2]([CH:12]1[CH2:17][CH2:16][N:15]([C:18]([O:20][C:21]([CH3:24])([CH3:23])[CH3:22])=[O:19])[CH2:14][CH2:13]1)[C:3]#[C:4][C:5]1[CH:10]=[CH:9][CH:8]=[C:7]([CH3:11])[N:6]=1)=[O:34]. (7) The product is: [NH2:29][CH:25]1[CH2:26][CH2:27][CH2:28][N:23]([C:21]([C:6]2[CH:7]=[C:8]3[C:3](=[CH:4][CH:5]=2)[N:2]([CH3:1])[C:14]2[CH2:13][CH2:12][CH:11]([CH:15]4[CH2:16][CH2:17][O:18][CH2:19][CH2:20]4)[CH2:10][C:9]3=2)=[O:22])[CH2:24]1. Given the reactants [CH3:1][N:2]1[C:14]2[CH2:13][CH2:12][CH:11]([CH:15]3[CH2:20][CH2:19][O:18][CH2:17][CH2:16]3)[CH2:10][C:9]=2[C:8]2[C:3]1=[CH:4][CH:5]=[C:6]([C:21]([N:23]1[CH2:28][CH2:27][CH2:26][CH:25]([NH:29]C(=O)OC(C)(C)C)[CH2:24]1)=[O:22])[CH:7]=2.Cl, predict the reaction product. (8) The product is: [C:9]([O:10][CH2:13][CH:12]([O:4][C:1](=[O:3])[CH3:2])[CH2:11][C@@H:9]1[C@@H:8]([O:22][CH2:23][C:24]2[CH:29]=[CH:28][CH:27]=[CH:26][CH:25]=2)[CH:7]([OH:30])[C@@H:6]([C@@H:5]([O:4][C:1](=[O:3])[CH3:2])[C@@H:31]2[C:36](=[O:37])[CH2:35][CH2:34][CH:33]([CH2:38][CH:39]=[CH2:40])[O:32]2)[O:10]1)(=[O:41])[CH3:8]. Given the reactants [C:1]([O:4][C@@H:5]([C@@H:31]1[C:36](=[O:37])[CH:35]=[CH:34][CH:33]([CH2:38][CH:39]=[CH2:40])[O:32]1)[C@H:6]1[O:10][C@H:9]([CH2:11][CH:12](CC([O-])=O)[CH2:13]CC([O-])=O)[C@@H:8]([O:22][CH2:23][C:24]2[CH:29]=[CH:28][CH:27]=[CH:26][CH:25]=2)[CH:7]1[OH:30])(=[O:3])[CH3:2].[OH2:41], predict the reaction product. (9) Given the reactants [Br:1][C:2]1[CH:7]=[CH:6][C:5]([CH2:8][C:9]([OH:11])=[O:10])=[CH:4][CH:3]=1.S(Cl)(Cl)=O.[CH3:16]O, predict the reaction product. The product is: [Br:1][C:2]1[CH:3]=[CH:4][C:5]([CH2:8][C:9]([O:11][CH3:16])=[O:10])=[CH:6][CH:7]=1.